From a dataset of Full USPTO retrosynthesis dataset with 1.9M reactions from patents (1976-2016). Predict the reactants needed to synthesize the given product. (1) Given the product [CH3:23][O:22][C:20]([C:19]1[CH:24]=[CH:25][CH:26]=[CH:27][C:18]=1[O:17][CH2:16][CH2:15][C:12]1[CH:13]=[CH:14][C:9]([O:8][CH2:7][C:6]([OH:28])=[O:5])=[CH:10][CH:11]=1)=[O:21], predict the reactants needed to synthesize it. The reactants are: C([O:5][C:6](=[O:28])[CH2:7][O:8][C:9]1[CH:14]=[CH:13][C:12]([CH2:15][CH2:16][O:17][C:18]2[CH:27]=[CH:26][CH:25]=[CH:24][C:19]=2[C:20]([O:22][CH3:23])=[O:21])=[CH:11][CH:10]=1)(C)(C)C.FC(F)(F)C(O)=O. (2) Given the product [CH3:12][O:11][CH2:10][O:9][CH2:8][C:4]1[CH:3]=[C:2](/[CH:44]=[CH:43]/[C:42]([O:46][CH2:47][CH3:48])=[O:45])[CH:7]=[CH:6][CH:5]=1, predict the reactants needed to synthesize it. The reactants are: Br[C:2]1[CH:7]=[CH:6][CH:5]=[C:4]([CH2:8][O:9][CH2:10][O:11][CH3:12])[CH:3]=1.C(N(CC)CC)C.C1(C)C=CC=CC=1P(C1C=CC=CC=1C)C1C=CC=CC=1C.[C:42]([O:46][CH2:47][CH3:48])(=[O:45])[CH:43]=[CH2:44]. (3) Given the product [Cl:1][C:2]1[CH:3]=[CH:4][C:5]([C:37]#[N:38])=[C:6]([C:8]2[C:13]([O:14][CH3:15])=[CH:12][N:11]([CH:16]([CH:33]([CH3:34])[CH3:35])[C:17]([NH:19][C:20]3[CH:32]=[CH:31][C:23]([C:24]([OH:26])=[O:25])=[CH:22][CH:21]=3)=[O:18])[C:10](=[O:36])[CH:9]=2)[CH:7]=1, predict the reactants needed to synthesize it. The reactants are: [Cl:1][C:2]1[CH:3]=[CH:4][C:5]([C:37]#[N:38])=[C:6]([C:8]2[C:13]([O:14][CH3:15])=[CH:12][N:11]([CH:16]([CH:33]([CH3:35])[CH3:34])[C:17]([NH:19][C:20]3[CH:32]=[CH:31][C:23]([C:24]([O:26]C(C)(C)C)=[O:25])=[CH:22][CH:21]=3)=[O:18])[C:10](=[O:36])[CH:9]=2)[CH:7]=1.C(O)(C(F)(F)F)=O. (4) Given the product [C:25]([O:29][C:30]([N:32]1[CH2:37][C@H:36]([CH2:38][N:39]2[CH2:43][C:42]([CH3:45])([CH3:44])[CH2:41][C:40]2=[O:46])[N:35]([CH2:3][C:4]([N:6]2[C:14]3[C:9](=[N:10][CH:11]=[C:12]([CH2:15][C:16]4[CH:21]=[CH:20][C:19]([F:22])=[CH:18][CH:17]=4)[CH:13]=3)[C:8]([CH3:24])([CH3:23])[CH2:7]2)=[O:5])[CH2:34][C@H:33]1[CH3:47])=[O:31])([CH3:28])([CH3:26])[CH3:27], predict the reactants needed to synthesize it. The reactants are: Cl.Cl[CH2:3][C:4]([N:6]1[C:14]2[C:9](=[N:10][CH:11]=[C:12]([CH2:15][C:16]3[CH:21]=[CH:20][C:19]([F:22])=[CH:18][CH:17]=3)[CH:13]=2)[C:8]([CH3:24])([CH3:23])[CH2:7]1)=[O:5].[C:25]([O:29][C:30]([N:32]1[CH2:37][C@H:36]([CH2:38][N:39]2[CH2:43][C:42]([CH3:45])([CH3:44])[CH2:41][C:40]2=[O:46])[NH:35][CH2:34][C@H:33]1[CH3:47])=[O:31])([CH3:28])([CH3:27])[CH3:26].C(=O)([O-])[O-].[K+].[K+].[I-].[K+]. (5) Given the product [F:1][C:2]([F:7])([F:6])[C@H:3]([CH3:4])[O:5][C:11]1[CH:19]=[CH:18][CH:17]=[CH:16][C:12]=1[C:13]([OH:15])=[O:14], predict the reactants needed to synthesize it. The reactants are: [F:1][C:2]([F:7])([F:6])[C@@H:3]([OH:5])[CH3:4].[H-].[Na+].F[C:11]1[CH:19]=[CH:18][CH:17]=[CH:16][C:12]=1[C:13]([OH:15])=[O:14].O.